Dataset: Forward reaction prediction with 1.9M reactions from USPTO patents (1976-2016). Task: Predict the product of the given reaction. (1) Given the reactants [CH3:1][O:2][C:3](=[O:38])[CH2:4][N:5]1[C:11](=[O:12])[C@@H:10]([NH:13]C(=O)CCC2C=CC=CC=2)[CH2:9][N:8](C(=O)CCC2C=CC=CC=2)[C:7]2[CH:34]=[CH:35][CH:36]=[CH:37][C:6]1=2.[ClH:39].COC(=O)CN1C(=O)[C@@H](NC(OC(C)(C)C)=O)CNC2C=CC=CC1=2, predict the reaction product. The product is: [ClH:39].[CH3:1][O:2][C:3](=[O:38])[CH2:4][N:5]1[C:11](=[O:12])[C@@H:10]([NH2:13])[CH2:9][NH:8][C:7]2[CH:34]=[CH:35][CH:36]=[CH:37][C:6]1=2. (2) Given the reactants [OH:1][CH:2]1[CH2:7][CH2:6][N:5]([CH2:8][CH2:9][CH2:10][C:11]2[C:19]3[CH2:18][CH2:17][CH2:16][CH2:15][C:14]=3[NH:13][C:12]=2[CH:20]=O)[CH2:4][CH2:3]1.[CH3:22][NH:23][S:24]([C:27]1[CH:28]=[C:29]2[C:33](=[CH:34][CH:35]=1)[NH:32][C:31](=[O:36])[CH2:30]2)(=[O:26])=[O:25], predict the reaction product. The product is: [CH3:22][NH:23][S:24]([C:27]1[CH:28]=[C:29]2[C:33](=[CH:34][CH:35]=1)[NH:32][C:31](=[O:36])/[C:30]/2=[CH:20]\[C:12]1[NH:13][C:14]2[CH2:15][CH2:16][CH2:17][CH2:18][C:19]=2[C:11]=1[CH2:10][CH2:9][CH2:8][N:5]1[CH2:4][CH2:3][CH:2]([OH:1])[CH2:7][CH2:6]1)(=[O:26])=[O:25]. (3) Given the reactants C([N:3]([CH2:13][CH3:14])[C:4](=[O:12])[C:5]1[CH:10]=[CH:9][CH:8]=[CH:7][C:6]=1[CH3:11])C.[CH3:15][N:16](C)[CH2:17]C#N, predict the reaction product. The product is: [CH3:15][N:16]([CH2:14][C:13]1[NH:3][C:4](=[O:12])[C:5]2[C:6]([CH:11]=1)=[CH:7][CH:8]=[CH:9][CH:10]=2)[CH3:17]. (4) Given the reactants [NH2:1][C:2]1[N:7]=[C:6]([O:8]C)[C:5]([C:10]([NH:12][CH2:13][CH:14]2[CH2:19][CH2:18][N:17]([CH2:20][CH2:21][CH2:22][CH3:23])[CH2:16][CH2:15]2)=[O:11])=[CH:4][C:3]=1I.CC1NC=CN=1.C(=O)([O-])[O-].[K+].[K+], predict the reaction product. The product is: [NH2:1][C:2]1[NH:7][C:6](=[O:8])[C:5]([C:10]([NH:12][CH2:13][CH:14]2[CH2:15][CH2:16][N:17]([CH2:20][CH2:21][CH2:22][CH3:23])[CH2:18][CH2:19]2)=[O:11])=[CH:4][CH:3]=1.